Dataset: Forward reaction prediction with 1.9M reactions from USPTO patents (1976-2016). Task: Predict the product of the given reaction. Given the reactants CN(C)[CH:3]=[O:4].P(Cl)(Cl)(Cl)=O.[C:11]1([N:17]2[CH2:22][CH2:21][CH2:20][CH2:19][CH2:18]2)[CH:16]=[CH:15][CH:14]=[CH:13][CH:12]=1, predict the reaction product. The product is: [N:17]1([C:11]2[CH:16]=[CH:15][C:14]([CH:3]=[O:4])=[CH:13][CH:12]=2)[CH2:22][CH2:21][CH2:20][CH2:19][CH2:18]1.